This data is from Reaction yield outcomes from USPTO patents with 853,638 reactions. The task is: Predict the reaction yield, written as a fraction of the theoretical maximum amount of product (1.0 means a 100% yield; for example, 0.34 means a 34% yield). (1) The catalyst is C(Cl)Cl. The yield is 0.960. The reactants are [CH2:1](O)[CH2:2][CH2:3][CH2:4][CH2:5][CH2:6][CH2:7][CH2:8][CH2:9][CH2:10][CH2:11][CH2:12][CH2:13][CH2:14][CH2:15][CH2:16][CH2:17][CH3:18].C1C=CC(P(C2C=CC=CC=2)C2C=CC=CC=2)=CC=1.C(Br)(Br)(Br)[Br:40]. The product is [CH2:1]([Br:40])[CH2:2][CH2:3][CH2:4][CH2:5][CH2:6][CH2:7][CH2:8][CH2:9][CH2:10][CH2:11][CH2:12][CH2:13][CH2:14][CH2:15][CH2:16][CH2:17][CH3:18]. (2) The catalyst is C(#N)C. The yield is 0.180. The product is [O:23]=[C:24]1[CH:25]=[C:29]([CH:31]2[CH2:36][CH2:35][N:34]([C:37]([O:39][C:40]([CH3:43])([CH3:42])[CH3:41])=[O:38])[CH2:33][CH2:32]2)[N:12]2[N:13]=[C:14]3[C:10]([C:9]([C:4]4[CH:5]=[CH:6][CH:7]=[CH:8][C:3]=4[C:2]([F:19])([F:1])[F:20])=[CH:17][CH:16]=[CH:15]3)=[C:11]2[NH:18]1. The reactants are [F:1][C:2]([F:20])([F:19])[C:3]1[CH:8]=[CH:7][CH:6]=[CH:5][C:4]=1[C:9]1[CH:17]=[CH:16][CH:15]=[C:14]2[C:10]=1[C:11]([NH2:18])=[N:12][NH:13]2.CC1(C)OC(=O)[CH:25]([C:29]([CH:31]2[CH2:36][CH2:35][N:34]([C:37]([O:39][C:40]([CH3:43])([CH3:42])[CH3:41])=[O:38])[CH2:33][CH2:32]2)=O)[C:24](=O)[O:23]1.P([O-])([O-])([O-])=O.[K+].[K+].[K+]. (3) The reactants are CC(C[AlH]CC(C)C)C.C1(C)C=CC=CC=1.C([O:19][C:20](=O)/[CH:21]=[C:22](/[C:24]1[CH:29]=[CH:28][C:27]([C:30]2[CH:35]=[CH:34][C:33](/[C:36](/[CH3:48])=[CH:37]/[CH2:38][O:39][CH2:40][Si:41]([C:44]([CH3:47])([CH3:46])[CH3:45])([CH3:43])[CH3:42])=[CH:32][CH:31]=2)=[CH:26][CH:25]=1)\[CH3:23])C.Cl. The catalyst is C1COCC1.C(O)C. The product is [Si:41]([CH2:40][O:39][CH2:38]/[CH:37]=[C:36](/[C:33]1[CH:32]=[CH:31][C:30]([C:27]2[CH:28]=[CH:29][C:24](/[C:22](/[CH3:23])=[CH:21]/[CH2:20][OH:19])=[CH:25][CH:26]=2)=[CH:35][CH:34]=1)\[CH3:48])([C:44]([CH3:47])([CH3:46])[CH3:45])([CH3:43])[CH3:42]. The yield is 0.990. (4) The reactants are C[O:2][C:3]1[CH:4]=[C:5]([CH2:9][C:10]#[N:11])[CH:6]=[CH:7][CH:8]=1.B(Br)(Br)Br.O. The catalyst is C(Cl)Cl. The product is [OH:2][C:3]1[CH:4]=[C:5]([CH2:9][C:10]#[N:11])[CH:6]=[CH:7][CH:8]=1. The yield is 0.550. (5) The reactants are [CH:1]1[C:10]2[CH2:9][CH2:8][CH2:7][CH2:6][C:5]=2[CH:4]=[CH:3][C:2]=1[O:11][C:12]1[C:17]([CH3:18])=[CH:16][C:15]([N+:19]([O-])=O)=[C:14]([CH3:22])[CH:13]=1.O.O.[Sn](Cl)Cl.Cl. The catalyst is CO. The product is [CH:1]1[C:10]2[CH2:9][CH2:8][CH2:7][CH2:6][C:5]=2[CH:4]=[CH:3][C:2]=1[O:11][C:12]1[C:17]([CH3:18])=[CH:16][C:15]([NH2:19])=[C:14]([CH3:22])[CH:13]=1. The yield is 0.995. (6) The product is [Cl:1][C:2]1[C:3]([C:10]([NH2:13])=[O:11])=[N:4][C:5]([S:8][CH3:9])=[N:6][CH:7]=1. The yield is 0.530. The catalyst is O1CCOCC1.CO. The reactants are [Cl:1][C:2]1[C:3]([C:10](Cl)=[O:11])=[N:4][C:5]([S:8][CH3:9])=[N:6][CH:7]=1.[NH3:13].O. (7) The reactants are [CH2:1]([O:8][CH2:9][C@@H:10]1[CH2:14][C@@H:13]([S:15]C(C2C=CC=CC=2)(C2C=CC=CC=2)C2C=CC=CC=2)[CH2:12][N:11]1[S:35]([CH3:38])(=[O:37])=[O:36])[C:2]1[CH:7]=[CH:6][CH:5]=[CH:4][CH:3]=1.C([SiH](CC)CC)C. The catalyst is C(O)(C(F)(F)F)=O. The product is [CH2:1]([O:8][CH2:9][C@H:10]1[N:11]([S:35]([CH3:38])(=[O:37])=[O:36])[CH2:12][C@H:13]([SH:15])[CH2:14]1)[C:2]1[CH:7]=[CH:6][CH:5]=[CH:4][CH:3]=1. The yield is 0.720.